From a dataset of Forward reaction prediction with 1.9M reactions from USPTO patents (1976-2016). Predict the product of the given reaction. Given the reactants [CH2:1]([NH:7][C:8]1[CH:40]=[CH:39][C:11]([O:12][C:13]2[CH:14]=[CH:15][C:16]3[N:20]=[C:19]([CH2:21][O:22][C:23]4[CH:36]=[CH:35][C:26]([CH2:27][CH:28]5[S:32][C:31](=[O:33])[NH:30][C:29]5=[O:34])=[CH:25][CH:24]=4)[N:18]([CH3:37])[C:17]=3[CH:38]=2)=[CH:10][CH:9]=1)[CH2:2][CH2:3][CH2:4][CH2:5][CH3:6].[F:41][C:42]([F:53])([F:52])[C:43]1[CH:48]=[CH:47][C:46]([N:49]=[C:50]=[O:51])=[CH:45][CH:44]=1, predict the reaction product. The product is: [O:33]=[C:31]1[NH:30][C:29](=[O:34])[CH:28]([CH2:27][C:26]2[CH:35]=[CH:36][C:23]([O:22][CH2:21][C:19]3[N:18]([CH3:37])[C:17]4[CH:38]=[C:13]([O:12][C:11]5[CH:39]=[CH:40][C:8]([N:7]([CH2:1][CH2:2][CH2:3][CH2:4][CH2:5][CH3:6])[C:50]([NH:49][C:46]6[CH:45]=[CH:44][C:43]([C:42]([F:41])([F:52])[F:53])=[CH:48][CH:47]=6)=[O:51])=[CH:9][CH:10]=5)[CH:14]=[CH:15][C:16]=4[N:20]=3)=[CH:24][CH:25]=2)[S:32]1.